This data is from Forward reaction prediction with 1.9M reactions from USPTO patents (1976-2016). The task is: Predict the product of the given reaction. (1) The product is: [C:1]1([C:7]2[O:8][C:9]([C:15]([F:18])([F:17])[F:16])=[C:10]([C:12]([Cl:22])=[O:13])[N:11]=2)[CH:6]=[CH:5][CH:4]=[CH:3][CH:2]=1. Given the reactants [C:1]1([C:7]2[O:8][C:9]([C:15]([F:18])([F:17])[F:16])=[C:10]([C:12](O)=[O:13])[N:11]=2)[CH:6]=[CH:5][CH:4]=[CH:3][CH:2]=1.C(Cl)(=O)C([Cl:22])=O.CN(C=O)C, predict the reaction product. (2) Given the reactants [C:1]([C:3]1[CH:4]=[C:5]([C:9]2[CH:14]=[CH:13][CH:12]=[C:11]([CH2:15][NH:16][C:17](=[O:23])[O:18][C:19]([CH3:22])([CH3:21])[CH3:20])[CH:10]=2)[CH:6]=[CH:7][CH:8]=1)#[CH:2].I[C:25]1[CH:30]=[CH:29][CH:28]=[CH:27][C:26]=1[CH2:31][C:32]([O:34][CH3:35])=[O:33].C(NC(C)C)(C)C, predict the reaction product. The product is: [C:19]([O:18][C:17]([NH:16][CH2:15][C:11]1[CH:10]=[C:9]([C:5]2[CH:6]=[CH:7][CH:8]=[C:3]([C:1]#[C:2][C:25]3[CH:30]=[CH:29][CH:28]=[CH:27][C:26]=3[CH2:31][C:32]([O:34][CH3:35])=[O:33])[CH:4]=2)[CH:14]=[CH:13][CH:12]=1)=[O:23])([CH3:20])([CH3:22])[CH3:21]. (3) Given the reactants [N:1]1([C:7]2[N:8]=[C:9]([CH2:14][C:15]([O-:17])=O)[NH:10][C:11](=[O:13])[CH:12]=2)[CH2:6][CH2:5][O:4][CH2:3][CH2:2]1.[Na+].[CH3:19][C:20]1([CH3:29])[C:28]2[C:23](=[CH:24][CH:25]=[CH:26][CH:27]=2)[NH:22][CH2:21]1.Cl.CN(C)CCCN=C=NCC, predict the reaction product. The product is: [CH3:19][C:20]1([CH3:29])[C:28]2[C:23](=[CH:24][CH:25]=[CH:26][CH:27]=2)[N:22]([C:15](=[O:17])[CH2:14][C:9]2[NH:10][C:11](=[O:13])[CH:12]=[C:7]([N:1]3[CH2:2][CH2:3][O:4][CH2:5][CH2:6]3)[N:8]=2)[CH2:21]1. (4) Given the reactants [C:1]([O:5][C:6]([N:8]1[C@@H:12]([CH2:13][C:14]2[CH:19]=[CH:18][CH:17]=[CH:16][CH:15]=2)[C:11](=[O:20])[O:10][CH2:9]1)=[O:7])([CH3:4])([CH3:3])[CH3:2].Br[CH2:22][Cl:23].C([Li])CCC.S([O-])(O)(=O)=O.[K+], predict the reaction product. The product is: [C:1]([O:5][C:6]([N:8]1[C@@H:12]([CH2:13][C:14]2[CH:15]=[CH:16][CH:17]=[CH:18][CH:19]=2)[C:11]([CH2:22][Cl:23])([OH:20])[O:10][CH2:9]1)=[O:7])([CH3:4])([CH3:2])[CH3:3].